This data is from Reaction yield outcomes from USPTO patents with 853,638 reactions. The task is: Predict the reaction yield, written as a fraction of the theoretical maximum amount of product (1.0 means a 100% yield; for example, 0.34 means a 34% yield). (1) The reactants are C([O:3][C:4](=[O:21])[C:5]([S:8]([CH:11]1[CH2:16][CH2:15][N:14]([S:17]([CH3:20])(=[O:19])=[O:18])[CH2:13][CH2:12]1)(=[O:10])=[O:9])([CH3:7])[CH3:6])C.O.[OH-].[Li+]. The catalyst is O1CCOCC1.O. The product is [CH3:20][S:17]([N:14]1[CH2:13][CH2:12][CH:11]([S:8]([C:5]([CH3:7])([CH3:6])[C:4]([OH:21])=[O:3])(=[O:9])=[O:10])[CH2:16][CH2:15]1)(=[O:18])=[O:19]. The yield is 0.630. (2) The reactants are [OH:1][C:2]1([C@H:16]2[CH2:21][CH2:20][CH2:19][CH2:18][N:17]2[C:22]([O:24][C:25]([CH3:28])([CH3:27])[CH3:26])=[O:23])[CH2:5][N:4]([C:6]([O:8]CC2C=CC=CC=2)=O)[CH2:3]1.CCN(C(C)C)C(C)C.[F:38][C:39]1[C:40]([NH:49][C:50]2[CH:55]=[CH:54][C:53]([I:56])=[CH:52][C:51]=2[F:57])=[C:41]([CH:45]=[CH:46][C:47]=1[F:48])C(F)=O. The catalyst is [Pd].CO. The product is [F:38][C:39]1[C:40]([NH:49][C:50]2[CH:55]=[CH:54][C:53]([I:56])=[CH:52][C:51]=2[F:57])=[C:41]([C:6]([N:4]2[CH2:5][C:2]([C@H:16]3[CH2:21][CH2:20][CH2:19][CH2:18][N:17]3[C:22]([O:24][C:25]([CH3:28])([CH3:27])[CH3:26])=[O:23])([OH:1])[CH2:3]2)=[O:8])[CH:45]=[CH:46][C:47]=1[F:48]. The yield is 0.740. (3) The reactants are [F:1][C:2]1[CH:3]=[CH:4][C:5]2[N:9]=[CH:8][N:7]([C:10]3[N:15]=[C:14]([C:16]([O:18][CH2:19][CH3:20])=[O:17])[C:13]([N+:21]([O-])=O)=[C:12]([NH:24][CH:25]4[CH2:30][CH2:29][O:28][CH2:27][CH2:26]4)[N:11]=3)[C:6]=2[CH:31]=1.[H][H]. The catalyst is C(O)C.[Pd]. The product is [NH2:21][C:13]1[C:14]([C:16]([O:18][CH2:19][CH3:20])=[O:17])=[N:15][C:10]([N:7]2[C:6]3[CH:31]=[C:2]([F:1])[CH:3]=[CH:4][C:5]=3[N:9]=[CH:8]2)=[N:11][C:12]=1[NH:24][CH:25]1[CH2:26][CH2:27][O:28][CH2:29][CH2:30]1. The yield is 0.780.